From a dataset of Reaction yield outcomes from USPTO patents with 853,638 reactions. Predict the reaction yield, written as a fraction of the theoretical maximum amount of product (1.0 means a 100% yield; for example, 0.34 means a 34% yield). (1) The reactants are [F:1][C:2]1[N:7]=[C:6]([NH:8][C:9]([C:11]2[C:20]3[C:15](=[CH:16][CH:17]=[CH:18][CH:19]=3)[N:14]=[C:13]([C:21]3[CH:26]=[CH:25][C:24]([O:27]C)=[CH:23][CH:22]=3)[CH:12]=2)=[O:10])[CH:5]=[CH:4][CH:3]=1.FC1N=C(NC(C2C3C(=CC=CC=3)N=C(C3C=CC(OC)=C(OC)C=3)C=2)=O)C=CC=1.B(Br)(Br)Br.[OH-].[Na+]. The catalyst is ClCCl.O.CO. The product is [F:1][C:2]1[N:7]=[C:6]([NH:8][C:9]([C:11]2[C:20]3[C:15](=[CH:16][CH:17]=[CH:18][CH:19]=3)[N:14]=[C:13]([C:21]3[CH:22]=[CH:23][C:24]([OH:27])=[CH:25][CH:26]=3)[CH:12]=2)=[O:10])[CH:5]=[CH:4][CH:3]=1. The yield is 0.810. (2) The reactants are Cl[C:2]1[S:3][C:4]2[C:10]([C:11]3[CH:16]=[CH:15][CH:14]=[CH:13][CH:12]=3)=[CH:9][CH:8]=[C:7]([O:17][CH3:18])[C:5]=2[N:6]=1.[NH2:19][CH2:20][C:21]1[CH:22]=[N:23][CH:24]=[CH:25][CH:26]=1. The catalyst is O1CCOCC1. The product is [CH3:18][O:17][C:7]1[C:5]2[N:6]=[C:2]([NH:19][CH2:20][C:21]3[CH:22]=[N:23][CH:24]=[CH:25][CH:26]=3)[S:3][C:4]=2[C:10]([C:11]2[CH:16]=[CH:15][CH:14]=[CH:13][CH:12]=2)=[CH:9][CH:8]=1. The yield is 0.310.